From a dataset of Tyrosyl-DNA phosphodiesterase HTS with 341,365 compounds. Binary Classification. Given a drug SMILES string, predict its activity (active/inactive) in a high-throughput screening assay against a specified biological target. The molecule is S(=O)(=O)(N(CC(=O)NC1CCCCC1)c1c(OC)cccc1)c1sccc1. The result is 0 (inactive).